Dataset: Forward reaction prediction with 1.9M reactions from USPTO patents (1976-2016). Task: Predict the product of the given reaction. (1) Given the reactants [N:1]([C:4]1[CH:9]=[CH:8][N:7]=[CH:6][C:5]=1/[CH:10]=[N:11]/[C:12]1[C:17]([Cl:18])=[CH:16][C:15]([S:19]([CH3:22])(=[O:21])=[O:20])=[CH:14][C:13]=1[Cl:23])=[N+]=[N-], predict the reaction product. The product is: [Cl:23][C:13]1[CH:14]=[C:15]([S:19]([CH3:22])(=[O:21])=[O:20])[CH:16]=[C:17]([Cl:18])[C:12]=1[N:11]1[CH:10]=[C:5]2[CH:6]=[N:7][CH:8]=[CH:9][C:4]2=[N:1]1. (2) Given the reactants [CH3:1][O:2][C:3]1[CH:4]=[C:5]2[C:10](=[CH:11][C:12]=1[OH:13])[N:9]=[CH:8][CH:7]=[C:6]2[O:14][C:15]1[C:16]([C:23]2[CH:28]=[CH:27][CH:26]=[C:25]([CH3:29])[N:24]=2)=[N:17][C:18]([CH3:22])=[C:19]([CH3:21])[CH:20]=1.C(=O)([O-])[O-].[K+].[K+].Br[CH2:37][CH2:38][Cl:39], predict the reaction product. The product is: [Cl:39][CH2:38][CH2:37][O:13][C:12]1[CH:11]=[C:10]2[C:5]([C:6]([O:14][C:15]3[C:16]([C:23]4[CH:28]=[CH:27][CH:26]=[C:25]([CH3:29])[N:24]=4)=[N:17][C:18]([CH3:22])=[C:19]([CH3:21])[CH:20]=3)=[CH:7][CH:8]=[N:9]2)=[CH:4][C:3]=1[O:2][CH3:1].